From a dataset of HIV replication inhibition screening data with 41,000+ compounds from the AIDS Antiviral Screen. Binary Classification. Given a drug SMILES string, predict its activity (active/inactive) in a high-throughput screening assay against a specified biological target. (1) The drug is COc1cc(CCCOC(=O)C=Cc2ccc(O)c(O)c2)cc(O)c1O. The result is 0 (inactive). (2) The result is 0 (inactive). The drug is Nc1nc(Cl)cc(NCC2(CCO)CCC2)n1. (3) The molecule is N#CC(C(=NNC(=N)N)C(=O)Nc1ccccc1[N+](=O)[O-])c1nc(-c2ccc([N+](=O)[O-])cc2)cs1. The result is 0 (inactive).